From a dataset of Reaction yield outcomes from USPTO patents with 853,638 reactions. Predict the reaction yield, written as a fraction of the theoretical maximum amount of product (1.0 means a 100% yield; for example, 0.34 means a 34% yield). (1) The product is [CH2:4]([O:6][C:7]([C:9]1[CH2:11][C:10]([C:18]2[CH:23]=[CH:22][CH:21]=[CH:20][CH:19]=2)([C:12]2[CH:17]=[CH:16][CH:15]=[CH:14][CH:13]=2)[O:30][N:29]=1)=[O:8])[CH3:5]. The catalyst is CC(O)=O.O. The yield is 0.970. The reactants are C1CC1.[CH2:4]([O:6][C:7]([CH:9]1[CH2:11][C:10]1([C:18]1[CH:23]=[CH:22][CH:21]=[CH:20][CH:19]=1)[C:12]1[CH:17]=[CH:16][CH:15]=[CH:14][CH:13]=1)=[O:8])[CH3:5].OS(O)(=O)=O.[N:29]([O-])=[O:30].[Na+]. (2) The reactants are Br[C:2]1[CH:7]=[C:6]([Cl:8])[N:5]=[N:4][C:3]=1[NH2:9].[CH3:10][CH:11]([CH3:13])[O-:12].[Na+]. The catalyst is C1COCC1. The product is [Cl:8][C:6]1[N:5]=[N:4][C:3]([NH2:9])=[C:2]([O:12][CH:11]([CH3:13])[CH3:10])[CH:7]=1. The yield is 0.610. (3) The reactants are [Si]([O:8][C@@H:9]1[CH2:13][CH2:12][C@H:11]([CH2:14][CH2:15][CH2:16][CH2:17][PH:18](=[O:22])[O:19][CH2:20][CH3:21])[CH2:10]1)(C(C)(C)C)(C)C.[H][H]. The catalyst is O=[Pt]=O. The product is [OH:8][C@@H:9]1[CH2:13][CH2:12][C@H:11]([CH2:14][CH2:15][CH2:16][CH2:17][PH:18](=[O:22])[O:19][CH2:20][CH3:21])[CH2:10]1. The yield is 1.00. (4) The reactants are [NH2:1][C:2]([CH3:6])([CH3:5])[CH2:3][OH:4].[CH2:7]([N:9]=[C:10]=[O:11])[CH3:8]. No catalyst specified. The product is [CH2:7]([NH:9][C:10]([NH:1][C:2]([CH3:6])([CH3:5])[CH2:3][OH:4])=[O:11])[CH3:8]. The yield is 0.940. (5) The reactants are [CH:1]1([N:5]2[CH2:10][CH2:9][N:8]([C:11]([C:13]3[CH:14]=[C:15]4[C:19](=[CH:20][CH:21]=3)[NH:18][C:17]([C:22]([N:24]3[CH2:29][CH2:28][S:27](=[O:31])(=[O:30])[CH2:26][CH2:25]3)=[O:23])=[CH:16]4)=[O:12])[CH2:7][CH2:6]2)[CH2:4][CH2:3][CH2:2]1.[F:32][C:33]([F:44])([F:43])[C:34]1[CH:35]=[C:36](B(O)O)[CH:37]=[CH:38][CH:39]=1.N1C=CC=CC=1. The catalyst is ClCCl.C([O-])(=O)C.[Cu+2].C([O-])(=O)C. The product is [CH:1]1([N:5]2[CH2:6][CH2:7][N:8]([C:11]([C:13]3[CH:14]=[C:15]4[C:19](=[CH:20][CH:21]=3)[N:18]([C:38]3[CH:37]=[CH:36][CH:35]=[C:34]([C:33]([F:44])([F:43])[F:32])[CH:39]=3)[C:17]([C:22]([N:24]3[CH2:29][CH2:28][S:27](=[O:30])(=[O:31])[CH2:26][CH2:25]3)=[O:23])=[CH:16]4)=[O:12])[CH2:9][CH2:10]2)[CH2:2][CH2:3][CH2:4]1. The yield is 0.600.